Dataset: Reaction yield outcomes from USPTO patents with 853,638 reactions. Task: Predict the reaction yield, written as a fraction of the theoretical maximum amount of product (1.0 means a 100% yield; for example, 0.34 means a 34% yield). (1) The reactants are [CH3:1][O:2][C:3]1[C:8]([O:9][CH3:10])=C(O)C(C)=[CH:5][C:4]=1[OH:13].[CH3:14][C:15]([CH3:21])=[CH:16][C:17]([O:19][CH3:20])=[O:18].[CH3:22]S(O)(=O)=O. The catalyst is O. The product is [OH:13][C:4]1[CH:5]=[C:14]2[C:20](=[C:8]([O:9][CH3:10])[C:3]=1[O:2][CH3:1])[O:19][C:17](=[O:18])[CH2:16][C:15]2([CH3:22])[CH3:21]. The yield is 0.500. (2) The reactants are C(NC(C)C)(C)C.C([Li])CCC.[F:13][C:14]1[CH:19]=[C:18]([CH3:20])[CH:17]=[CH:16][N:15]=1.CON(C)[C:24](=[O:35])[C:25]1[CH:30]=[CH:29][CH:28]=[C:27]([C:31]([F:34])([F:33])[F:32])[CH:26]=1. The catalyst is C1COCC1. The product is [F:13][C:14]1[CH:19]=[C:18]([CH2:20][C:24]([C:25]2[CH:30]=[CH:29][CH:28]=[C:27]([C:31]([F:32])([F:33])[F:34])[CH:26]=2)=[O:35])[CH:17]=[CH:16][N:15]=1. The yield is 0.850. (3) The reactants are [F:1][C:2]1[CH:7]=[CH:6][C:5]([N:8]2[C:16]3[C:11](=[CH:12][C:13](I)=[CH:14][CH:15]=3)[CH:10]=[N:9]2)=[CH:4][CH:3]=1.[C:18]([OH:26])(=[S:25])[C:19]1[CH:24]=[CH:23][CH:22]=[CH:21][CH:20]=1.CC1C=NC2C(C=1C)=CC=C1C=2N=CC(C)=C1C.C(NC(C)C)(C)C. The catalyst is C1(C)C=CC=CC=1.CCOC(C)=O.[I+].[Cu+]. The product is [C:18](=[O:26])([S:25][C:13]1[CH:12]=[C:11]2[C:16](=[CH:15][CH:14]=1)[N:8]([C:5]1[CH:6]=[CH:7][C:2]([F:1])=[CH:3][CH:4]=1)[N:9]=[CH:10]2)[C:19]1[CH:24]=[CH:23][CH:22]=[CH:21][CH:20]=1. The yield is 0.200. (4) The reactants are [O:1]1[CH2:6][CH2:5][C:4](C(O)=O)([C:7]([OH:9])=[O:8])[CH2:3][CH2:2]1.C(=O)=O. No catalyst specified. The product is [O:1]1[CH2:6][CH2:5][CH:4]([C:7]([OH:9])=[O:8])[CH2:3][CH2:2]1. The yield is 0.718.